This data is from Reaction yield outcomes from USPTO patents with 853,638 reactions. The task is: Predict the reaction yield, written as a fraction of the theoretical maximum amount of product (1.0 means a 100% yield; for example, 0.34 means a 34% yield). (1) The reactants are [F:1][C:2]1[CH:16]=[CH:15][C:5]2[C:6]3[N:7]([CH:11]=[C:12](I)[N:13]=3)[CH2:8][CH2:9][O:10][C:4]=2[CH:3]=1.C1(P(C2C=CC=CC=2)C2[C:37]3[O:36]C4C(=CC=CC=4P(C4C=CC=CC=4)C4C=CC=CC=4)C(C)(C)C=3C=CC=2)C=CC=CC=1.C[OH:60].C(N(CC)CC)C.Cl. The catalyst is C([O-])(=O)C.[Pd+2].C([O-])(=O)C. The product is [F:1][C:2]1[CH:16]=[CH:15][C:5]2[C:6]3[N:7]([CH:11]=[C:12]([C:37]([OH:36])=[O:60])[N:13]=3)[CH2:8][CH2:9][O:10][C:4]=2[CH:3]=1. The yield is 0.646. (2) The reactants are C[N:2](C)[CH:3]=[CH:4][C:5]([C:7]1[C:12](=[O:13])[CH:11]=[CH:10][N:9]([C:14]2[CH:21]=[CH:20][C:17]([C:18]#[N:19])=[CH:16][CH:15]=2)[N:8]=1)=O.[C:23]1([NH:29]N)[CH:28]=[CH:27][CH:26]=[CH:25][CH:24]=1. The catalyst is CO. The product is [O:13]=[C:12]1[CH:11]=[CH:10][N:9]([C:14]2[CH:21]=[CH:20][C:17]([C:18]#[N:19])=[CH:16][CH:15]=2)[N:8]=[C:7]1[C:5]1[N:29]([C:23]2[CH:28]=[CH:27][CH:26]=[CH:25][CH:24]=2)[N:2]=[CH:3][CH:4]=1. The yield is 0.0400. (3) The reactants are [C:1]([NH:20][CH2:21][CH2:22]O)([C:14]1[CH:19]=[CH:18][CH:17]=[CH:16][CH:15]=1)([C:8]1[CH:13]=[CH:12][CH:11]=[CH:10][CH:9]=1)[C:2]1[CH:7]=[CH:6][CH:5]=[CH:4][CH:3]=1.C1(P(C2C=CC=CC=2)C2C=CC=CC=2)C=CC=CC=1.N(C(OC(C)C)=O)=NC(OC(C)C)=O.[Cl:57][C:58]1[CH:59]=[C:60]([N:65]2[C:69](=[O:70])[O:68][N:67]=[C:66]2[C:71]2[C:72]([NH:76]C(=O)C(F)(F)F)=[N:73][O:74][N:75]=2)[CH:61]=[CH:62][C:63]=1[F:64]. The catalyst is O1CCCC1.C(OC)(C)(C)C. The product is [Cl:57][C:58]1[CH:59]=[C:60]([N:65]2[C:69](=[O:70])[O:68][N:67]=[C:66]2[C:71]2[C:72]([NH:76][CH2:22][CH2:21][NH:20][C:1]([C:8]3[CH:9]=[CH:10][CH:11]=[CH:12][CH:13]=3)([C:14]3[CH:19]=[CH:18][CH:17]=[CH:16][CH:15]=3)[C:2]3[CH:7]=[CH:6][CH:5]=[CH:4][CH:3]=3)=[N:73][O:74][N:75]=2)[CH:61]=[CH:62][C:63]=1[F:64]. The yield is 0.740. (4) The reactants are [CH3:1][O:2][C:3]1[CH:20]=[CH:19][C:6]([CH2:7][N:8]2[C:12]3[NH:13][CH2:14][CH2:15][CH2:16][C:17](=[O:18])[C:11]=3[CH:10]=[N:9]2)=[CH:5][CH:4]=1.C1OCCOCCOCCOCCOC1.CC([O-])(C)C.[Na+].Cl[CH2:43][C:44]1[N:48]=[C:47]([CH3:49])[O:46][N:45]=1. The catalyst is C1COCC1. The product is [CH3:1][O:2][C:3]1[CH:4]=[CH:5][C:6]([CH2:7][N:8]2[C:12]3[N:13]([CH2:43][C:44]4[N:48]=[C:47]([CH3:49])[O:46][N:45]=4)[CH2:14][CH2:15][CH2:16][C:17](=[O:18])[C:11]=3[CH:10]=[N:9]2)=[CH:19][CH:20]=1. The yield is 0.610. (5) The reactants are F[C:2]1[CH:3]=[C:4]2[C:8](=[CH:9][C:10]=1[F:11])[NH:7][CH:6]=[C:5]2[C:12]1[CH:13]=[N:14][N:15](CC2CCNCC2)[CH:16]=1.[OH-].[Na+]. The catalyst is CO.O. The product is [F:11][C:10]1[CH:9]=[C:8]2[C:4]([C:5]([C:12]3[CH:16]=[N:15][NH:14][CH:13]=3)=[CH:6][NH:7]2)=[CH:3][CH:2]=1. The yield is 0.360. (6) The reactants are [NH2:1][C:2]1[CH:7]=[CH:6][C:5]([NH:8][S:9]([CH3:12])(=[O:11])=[O:10])=[CH:4][C:3]=1[S:13]([NH2:16])(=[O:15])=[O:14].Cl[C:18](=[O:24])[CH2:19][C:20]([O:22][CH3:23])=[O:21]. The catalyst is O1CCCC1. The product is [CH3:23][O:22][C:20](=[O:21])[CH2:19][C:18]([NH:1][C:2]1[CH:7]=[CH:6][C:5]([NH:8][S:9]([CH3:12])(=[O:10])=[O:11])=[CH:4][C:3]=1[S:13](=[O:14])(=[O:15])[NH2:16])=[O:24]. The yield is 0.720. (7) The reactants are [N+:1]([C:4]1[CH:9]=[CH:8][C:7]([CH2:10][CH2:11][S:12]([OH:15])(=O)=[O:13])=[CH:6][CH:5]=1)([O-:3])=[O:2].S(Cl)(Cl)=O.S(Cl)(Cl)(=O)=O.[CH3:25][NH:26][CH3:27]. The catalyst is C(Cl)Cl. The product is [CH3:25][N:26]([CH3:27])[S:12]([CH2:11][CH2:10][C:7]1[CH:8]=[CH:9][C:4]([N+:1]([O-:3])=[O:2])=[CH:5][CH:6]=1)(=[O:15])=[O:13]. The yield is 0.410. (8) The reactants are [OH:1][C:2]1[CH:7]=[CH:6][C:5]([CH:8]=[CH:9][CH2:10][CH2:11][C:12]([O:14][CH2:15][CH3:16])=[O:13])=[CH:4][C:3]=1[O:17][CH3:18]. The catalyst is C(O)C.[Pd]. The product is [OH:1][C:2]1[CH:7]=[CH:6][C:5]([CH2:8][CH2:9][CH2:10][CH2:11][C:12]([O:14][CH2:15][CH3:16])=[O:13])=[CH:4][C:3]=1[O:17][CH3:18]. The yield is 1.00.